From a dataset of Experimentally validated miRNA-target interactions with 360,000+ pairs, plus equal number of negative samples. Binary Classification. Given a miRNA mature sequence and a target amino acid sequence, predict their likelihood of interaction. The miRNA is hsa-miR-4672 with sequence UUACACAGCUGGACAGAGGCA. The protein sequence of the target gene is MVSKRRLSKSEDKESLTEDASKTRKQPLSKKTKKSHIANEVEENDSIFVKLLKISGIILKTGESQNQLAVDQIAFQKKLFQTLRRHPSYPKIIEEFVSGLESYIEDEDSFRNCLLSCERLQDEEASMGASYSKSLIKLLLGIDILQPAIIKTLFEKLPEYFFENKNSDEINIPRLIVSQLKWLDRVVDGKDLTTKIMQLISIAPENLQHDIITSLPEILGDSQHADVGKELSDLLIENTSLTVPILDVLSSLRLDPNFLLKVRQLVMDKLSSIRLEDLPVIIKFILHSVTAMDTLEVISE.... Result: 0 (no interaction).